From a dataset of NCI-60 drug combinations with 297,098 pairs across 59 cell lines. Regression. Given two drug SMILES strings and cell line genomic features, predict the synergy score measuring deviation from expected non-interaction effect. (1) Drug 1: CC1=C(C=C(C=C1)C(=O)NC2=CC(=CC(=C2)C(F)(F)F)N3C=C(N=C3)C)NC4=NC=CC(=N4)C5=CN=CC=C5. Drug 2: CC(C)NC(=O)C1=CC=C(C=C1)CNNC.Cl. Cell line: OVCAR3. Synergy scores: CSS=3.55, Synergy_ZIP=-2.20, Synergy_Bliss=-6.09, Synergy_Loewe=-3.06, Synergy_HSA=-7.55. (2) Drug 1: C1=CC(=CC=C1CCCC(=O)O)N(CCCl)CCCl. Drug 2: CC1C(C(CC(O1)OC2CC(CC3=C2C(=C4C(=C3O)C(=O)C5=C(C4=O)C(=CC=C5)OC)O)(C(=O)CO)O)N)O.Cl. Cell line: K-562. Synergy scores: CSS=41.6, Synergy_ZIP=1.76, Synergy_Bliss=1.93, Synergy_Loewe=-8.95, Synergy_HSA=3.13. (3) Drug 1: C1=NC2=C(N=C(N=C2N1C3C(C(C(O3)CO)O)O)F)N. Drug 2: CC1CCC2CC(C(=CC=CC=CC(CC(C(=O)C(C(C(=CC(C(=O)CC(OC(=O)C3CCCCN3C(=O)C(=O)C1(O2)O)C(C)CC4CCC(C(C4)OC)O)C)C)O)OC)C)C)C)OC. Cell line: HT29. Synergy scores: CSS=16.4, Synergy_ZIP=-5.85, Synergy_Bliss=-2.91, Synergy_Loewe=-67.1, Synergy_HSA=-1.62. (4) Drug 1: CS(=O)(=O)CCNCC1=CC=C(O1)C2=CC3=C(C=C2)N=CN=C3NC4=CC(=C(C=C4)OCC5=CC(=CC=C5)F)Cl. Drug 2: CC1CCC2CC(C(=CC=CC=CC(CC(C(=O)C(C(C(=CC(C(=O)CC(OC(=O)C3CCCCN3C(=O)C(=O)C1(O2)O)C(C)CC4CCC(C(C4)OC)OP(=O)(C)C)C)C)O)OC)C)C)C)OC. Cell line: SW-620. Synergy scores: CSS=12.4, Synergy_ZIP=-2.25, Synergy_Bliss=0.867, Synergy_Loewe=-12.8, Synergy_HSA=-0.744. (5) Drug 1: C1CC(=O)NC(=O)C1N2CC3=C(C2=O)C=CC=C3N. Drug 2: COC1=CC(=CC(=C1O)OC)C2C3C(COC3=O)C(C4=CC5=C(C=C24)OCO5)OC6C(C(C7C(O6)COC(O7)C8=CC=CS8)O)O. Cell line: T-47D. Synergy scores: CSS=34.0, Synergy_ZIP=-10.3, Synergy_Bliss=-2.14, Synergy_Loewe=-34.2, Synergy_HSA=-0.768. (6) Drug 1: CC1C(C(CC(O1)OC2CC(CC3=C2C(=C4C(=C3O)C(=O)C5=C(C4=O)C(=CC=C5)OC)O)(C(=O)C)O)N)O.Cl. Drug 2: CC(C)CN1C=NC2=C1C3=CC=CC=C3N=C2N. Cell line: NCI-H460. Synergy scores: CSS=16.1, Synergy_ZIP=-2.73, Synergy_Bliss=-4.46, Synergy_Loewe=-36.0, Synergy_HSA=-4.74.